The task is: Predict the reaction yield, written as a fraction of the theoretical maximum amount of product (1.0 means a 100% yield; for example, 0.34 means a 34% yield).. This data is from Reaction yield outcomes from USPTO patents with 853,638 reactions. (1) The reactants are [C:1]1([C:5]([OH:7])=[O:6])[CH2:4][CH2:3][CH:2]=1.C(Cl)(=O)C(Cl)=O.[F:14][C:15]1[C:20]([F:21])=[C:19]([F:22])[C:18]([F:23])=[C:17]([F:24])[C:16]=1O.C(N(CC)CC)C.C1(C(Cl)=O)CCC=1. The catalyst is C(Cl)Cl. The product is [C:1]1([C:5]([O:7][C:16]2[C:17]([F:24])=[C:18]([F:23])[C:19]([F:22])=[C:20]([F:21])[C:15]=2[F:14])=[O:6])[CH2:4][CH2:3][CH:2]=1. The yield is 0.440. (2) The reactants are C(OC([N:8]1[CH2:32][CH2:31][C:11]2[N:12]=[C:13]([CH2:24][C:25]3[CH:30]=[CH:29][CH:28]=[CH:27][CH:26]=3)[N:14]=[C:15](OS(C(F)(F)F)(=O)=O)[C:10]=2[CH2:9]1)=O)(C)(C)C.C(OC(N1CCC2N=C(C[C:50]3[CH:55]=[CH:54][CH:53]=[CH:52][CH:51]=3)N=C(O)C=2C1)=O)(C)(C)C.CC([O-])(C)C.[K+].C1C=CC(N(S(C(F)(F)F)(=O)=O)S(C(F)(F)[F:75])(=O)=O)=CC=1. The catalyst is C1COCC1.O. The product is [CH2:24]([C:13]1[N:14]=[C:15]([C:53]2[CH:54]=[CH:55][C:50]([F:75])=[CH:51][CH:52]=2)[C:10]2[CH2:9][NH:8][CH2:32][CH2:31][C:11]=2[N:12]=1)[C:25]1[CH:26]=[CH:27][CH:28]=[CH:29][CH:30]=1. The yield is 0.810. (3) The reactants are [CH3:1][C:2]1[N:3]=[N:4][C:5]([C:8]2[CH:13]=[CH:12][CH:11]=[CH:10][CH:9]=2)=[CH:6][CH:7]=1.C1C(=O)N([Br:21])C(=O)C1.N(C(C)(CC(C)C)C#N)=NC(C)(CC(C)C)C#N. The catalyst is ClCCCl. The product is [Br:21][CH2:1][C:2]1[N:3]=[N:4][C:5]([C:8]2[CH:9]=[CH:10][CH:11]=[CH:12][CH:13]=2)=[CH:6][CH:7]=1. The yield is 0.330. (4) The yield is 0.450. The catalyst is Cl.CCO. The reactants are [CH3:1][C:2]1[CH:7]=[CH:6][C:5]([S:8]([NH:11][C:12]2[CH:13]=[CH:14][CH:15]=[C:16]3[C:21]=2[N:20]=[CH:19][CH:18]=[CH:17]3)(=[O:10])=[O:9])=[C:4]([N+:22]([O-])=O)[CH:3]=1.Cl[Sn]Cl. The product is [NH2:22][C:4]1[CH:3]=[C:2]([CH3:1])[CH:7]=[CH:6][C:5]=1[S:8]([NH:11][C:12]1[CH:13]=[CH:14][CH:15]=[C:16]2[C:21]=1[N:20]=[CH:19][CH:18]=[CH:17]2)(=[O:10])=[O:9]. (5) The reactants are C1(N2CCN([C:13]3[N:14]=[C:15]([NH:22][C@H:23]4[CH2:27][CH2:26][CH2:25][C@@H:24]4[NH:28][C:29](=[O:35])OC(C)(C)C)[C:16]4[S:21][CH2:20][CH2:19][C:17]=4[N:18]=3)CC2)C=CC=CC=1.[CH:36]([N:39]([CH:42]([CH3:44])C)[CH2:40]C)([CH3:38])C.Cl.[Cl:46]C1N=C(NC2CCCNC2)C2SCCC=2N=1. The catalyst is CS(C)=O. The product is [CH3:40][N:39]1[CH:36]=[CH:38][CH:44]=[C:42]1[C:29]([N:28]1[CH2:25][CH2:26][CH2:27][CH:23]([NH:22][C:15]2[C:16]3[S:21][CH2:20][CH2:19][C:17]=3[N:18]=[C:13]([Cl:46])[N:14]=2)[CH2:24]1)=[O:35]. The yield is 0.850. (6) The reactants are [CH2:1]([C:5]1[CH:13]=[CH:12][C:8]([C:9]([OH:11])=O)=[CH:7][CH:6]=1)[CH2:2][CH2:3][CH3:4].C(Cl)(=O)C(Cl)=O.Cl.[F:21][C:22]1[CH:27]=[CH:26][C:25]([CH:28]([OH:42])[CH:29]([NH2:41])[CH2:30][C:31]2[CH:36]=[CH:35][C:34]([C:37]([F:40])([F:39])[F:38])=[CH:33][CH:32]=2)=[CH:24][CH:23]=1.C(=O)([O-])O.[Na+]. The catalyst is O1CCCC1.C(OCC)(=O)C.O.CN(C)C=O. The product is [CH2:1]([C:5]1[CH:6]=[CH:7][C:8]([C:9]([NH:41][CH:29]([CH2:30][C:31]2[CH:36]=[CH:35][C:34]([C:37]([F:40])([F:38])[F:39])=[CH:33][CH:32]=2)[CH:28]([C:25]2[CH:26]=[CH:27][C:22]([F:21])=[CH:23][CH:24]=2)[OH:42])=[O:11])=[CH:12][CH:13]=1)[CH2:2][CH2:3][CH3:4]. The yield is 0.640. (7) The reactants are [CH2:1]([O:3][C:4](=[O:15])[CH2:5][CH2:6][C:7]1[CH:12]=[CH:11][CH:10]=[C:9]([NH:13][NH2:14])[CH:8]=1)[CH3:2].[CH3:16][C:17]([CH3:24])([CH3:23])[C:18](=O)[CH2:19][C:20]#[N:21]. The catalyst is C(O)C. The product is [C:17]([C:18]1[CH:19]=[C:20]([NH2:21])[N:13]([C:9]2[CH:8]=[C:7]([CH2:6][CH2:5][C:4]([O:3][CH2:1][CH3:2])=[O:15])[CH:12]=[CH:11][CH:10]=2)[N:14]=1)([CH3:24])([CH3:23])[CH3:16]. The yield is 0.850. (8) The reactants are [Cl:1][C:2]1[C:10]([F:11])=[C:9]2[C:5]([CH:6]=[C:7]([CH:12]3[CH2:14][CH2:13]3)[NH:8]2)=[CH:4][CH:3]=1.Br[C:16]1[CH:17]=[N:18][N:19]([CH2:21][CH3:22])[CH:20]=1.P([O-])([O-])([O-])=O.[K+].[K+].[K+].CNCCNC. The yield is 0.630. The product is [Cl:1][C:2]1[C:10]([F:11])=[C:9]2[C:5]([CH:6]=[C:7]([CH:12]3[CH2:14][CH2:13]3)[N:8]2[C:16]2[CH:17]=[N:18][N:19]([CH2:21][CH3:22])[CH:20]=2)=[CH:4][CH:3]=1. The catalyst is C1(C)C=CC=CC=1.CCOC(C)=O. (9) The reactants are [CH:1]1[C:6]2=[CH:7][CH:8]=[C:9]3[C:14]([O:13][CH2:12][C:11]4[CH:15]=[C:16]([OH:19])[CH:17]=[CH:18][C:10]3=4)=[C:5]2[CH:4]=[CH:3][C:2]=1[OH:20].N1C=CC=CC=1.[S:27](O[S:27]([C:30]([F:33])([F:32])[F:31])(=[O:29])=[O:28])([C:30]([F:33])([F:32])[F:31])(=[O:29])=[O:28].[OH2:42]. The catalyst is C(Cl)Cl. The product is [F:31][C:30]([F:33])([F:32])[S:27]([O:19][C:16]1[CH:17]=[CH:18][C:10]2[C:9]3[C:14](=[C:5]4[CH:4]=[CH:3][C:2]([O:20][S:27]([C:30]([F:31])([F:32])[F:33])(=[O:28])=[O:29])=[CH:1][C:6]4=[CH:7][CH:8]=3)[O:13][CH2:12][C:11]=2[CH:15]=1)(=[O:28])=[O:42]. The yield is 0.590.